Dataset: Experimentally validated miRNA-target interactions with 360,000+ pairs, plus equal number of negative samples. Task: Binary Classification. Given a miRNA mature sequence and a target amino acid sequence, predict their likelihood of interaction. (1) The miRNA is hsa-miR-6788-5p with sequence CUGGGAGAAGAGUGGUGAAGA. The protein sequence of the target gene is MRLSVAAAISHGRVFRRMGLGPESRIHLLRNLLTGLVRHERIEAPWARVDEMRGYAEKLIDYGKLGDTNERAMRMADFWLTEKDLIPKLFQVLAPRYKDQTGGYTRMLQIPNRSLDRAKMAVIEYKGNCLPPLPLPRRDSHLTLLNQLLQGLRQDLRQSQEASNHSSHTAQTPGI. Result: 1 (interaction). (2) The miRNA is mmu-miR-574-5p with sequence UGAGUGUGUGUGUGUGAGUGUGU. The protein sequence of the target gene is MQLEHCLSPSIMLSKKFLNVSSSYPHSGGSELVLHDHPIISTTDNLERSSPLKKITRGMTNQSDTDNFPDSKDSPGDVQRSKLSPVLDGVSELRHSFDGSAADRYLLSQSSQPQSAATAPSAMFPYPGQHGPAHPAFSIGSPSRYMAHHPVITNGAYNSLLSNSSPQGYPTAGYPYPQQYGHSYQGAPFYQFSSTQPGLVPGKAQVYLCNRPLWLKFHRHQTEMIITKQGRRMFPFLSFNISGLDPTAHYNIFVDVILADPNHWRFQGGKWVPCGKADTNVQGNRVYMHPDSPNTGAHWM.... Result: 0 (no interaction). (3) The miRNA is hsa-miR-486-3p with sequence CGGGGCAGCUCAGUACAGGAU. The protein sequence of the target gene is MELREEAWSPGPLDSEDQQMASHENPVDILIMDDDDVPSWPPTKLSPPQSAPPAGPPPRPRPPAPYICNECGKSFSHWSKLTRHQRTHTGERPNACADCGKTFSQSSHLVQHRRIHTGEKPYACLECGKRFSWSSNLMQHQRIHTGEKPYTCPDCGRSFTQSKSLAKHRRSHSGLKPFVCPRCGRGFSQPKSLARHLRLHPELSGPGVAAKVLAASVRRAKGPEEAVAADGEIAIPVGDGEGIIVVGAPGEGAAAAAAMAGAGAKAAGPRSRRAPAPKPYVCLECGKGFGHGAGLLAHQR.... Result: 1 (interaction).